Regression. Given two drug SMILES strings and cell line genomic features, predict the synergy score measuring deviation from expected non-interaction effect. From a dataset of NCI-60 drug combinations with 297,098 pairs across 59 cell lines. (1) Drug 1: CCC(=C(C1=CC=CC=C1)C2=CC=C(C=C2)OCCN(C)C)C3=CC=CC=C3.C(C(=O)O)C(CC(=O)O)(C(=O)O)O. Drug 2: C1CC(C1)(C(=O)O)C(=O)O.[NH2-].[NH2-].[Pt+2]. Cell line: RPMI-8226. Synergy scores: CSS=17.6, Synergy_ZIP=-3.36, Synergy_Bliss=1.97, Synergy_Loewe=3.19, Synergy_HSA=6.17. (2) Drug 1: C1CCN(CC1)CCOC2=CC=C(C=C2)C(=O)C3=C(SC4=C3C=CC(=C4)O)C5=CC=C(C=C5)O. Drug 2: CNC(=O)C1=NC=CC(=C1)OC2=CC=C(C=C2)NC(=O)NC3=CC(=C(C=C3)Cl)C(F)(F)F. Cell line: T-47D. Synergy scores: CSS=18.6, Synergy_ZIP=-1.05, Synergy_Bliss=1.95, Synergy_Loewe=1.12, Synergy_HSA=5.03. (3) Drug 1: CC12CCC(CC1=CCC3C2CCC4(C3CC=C4C5=CN=CC=C5)C)O. Drug 2: CCC(=C(C1=CC=CC=C1)C2=CC=C(C=C2)OCCN(C)C)C3=CC=CC=C3.C(C(=O)O)C(CC(=O)O)(C(=O)O)O. Cell line: SK-OV-3. Synergy scores: CSS=6.66, Synergy_ZIP=-0.497, Synergy_Bliss=4.04, Synergy_Loewe=3.78, Synergy_HSA=3.81. (4) Drug 1: C1=CC(=CC=C1CC(C(=O)O)N)N(CCCl)CCCl.Cl. Drug 2: CC1CCC2CC(C(=CC=CC=CC(CC(C(=O)C(C(C(=CC(C(=O)CC(OC(=O)C3CCCCN3C(=O)C(=O)C1(O2)O)C(C)CC4CCC(C(C4)OC)OCCO)C)C)O)OC)C)C)C)OC. Cell line: HS 578T. Synergy scores: CSS=20.8, Synergy_ZIP=-3.20, Synergy_Bliss=-1.17, Synergy_Loewe=-4.27, Synergy_HSA=0.240.